Dataset: Full USPTO retrosynthesis dataset with 1.9M reactions from patents (1976-2016). Task: Predict the reactants needed to synthesize the given product. (1) Given the product [Cl:1][C:2]1[CH:8]=[C:7]([O:9][C:10]2[C:19]3[C:14](=[CH:15][C:16]([O:22][CH3:23])=[C:17]([O:20][CH3:21])[CH:18]=3)[N:13]=[CH:12][CH:11]=2)[CH:6]=[CH:5][C:3]=1[NH:4][C:25]([NH:36][C:37]1[CH:42]=[CH:41][C:40]([Cl:43])=[CH:39][N:38]=1)=[O:27], predict the reactants needed to synthesize it. The reactants are: [Cl:1][C:2]1[CH:8]=[C:7]([O:9][C:10]2[C:19]3[C:14](=[CH:15][C:16]([O:22][CH3:23])=[C:17]([O:20][CH3:21])[CH:18]=3)[N:13]=[CH:12][CH:11]=2)[CH:6]=[CH:5][C:3]=1[NH2:4].Cl[C:25](Cl)([O:27]C(=O)OC(Cl)(Cl)Cl)Cl.[NH2:36][C:37]1[CH:42]=[CH:41][C:40]([Cl:43])=[CH:39][N:38]=1.CO. (2) The reactants are: [F:1][C:2]([F:19])([F:18])[C:3]1[CH:8]=[C:7]([C:9]([OH:11])=O)[CH:6]=[CH:5][C:4]=1[C:12]1[CH:17]=[CH:16][CH:15]=[CH:14][CH:13]=1.C1C=CC2N(O)N=NC=2C=1.C(Cl)CCl.O[NH:35][C:36](=[NH:55])[C:37]1[CH:54]=[CH:53][C:40]2[CH2:41][CH2:42][N:43]([C:46]([O:48][C:49]([CH3:52])([CH3:51])[CH3:50])=[O:47])[CH2:44][CH2:45][C:39]=2[CH:38]=1. Given the product [F:18][C:2]([F:1])([F:19])[C:3]1[CH:8]=[C:7]([C:9]2[O:11][N:35]=[C:36]([C:37]3[CH:54]=[CH:53][C:40]4[CH2:41][CH2:42][N:43]([C:46]([O:48][C:49]([CH3:50])([CH3:51])[CH3:52])=[O:47])[CH2:44][CH2:45][C:39]=4[CH:38]=3)[N:55]=2)[CH:6]=[CH:5][C:4]=1[C:12]1[CH:17]=[CH:16][CH:15]=[CH:14][CH:13]=1, predict the reactants needed to synthesize it. (3) Given the product [N:25]1[CH:26]=[CH:27][C:22]([NH:21][C:14](=[O:16])[CH:13]([NH:12][C:10](=[O:11])[CH2:9][C:4]2[CH:5]=[C:6]([F:8])[CH:7]=[C:2]([F:1])[CH:3]=2)[CH2:18][CH2:19][CH3:20])=[N:23][CH:24]=1, predict the reactants needed to synthesize it. The reactants are: [F:1][C:2]1[CH:3]=[C:4]([CH2:9][C:10]([NH:12][C@@H:13]([CH2:18][CH2:19][CH3:20])[C:14]([O:16]C)=O)=[O:11])[CH:5]=[C:6]([F:8])[CH:7]=1.[NH2:21][C:22]1[CH:27]=[CH:26][N:25]=[CH:24][N:23]=1.C[Al](C)C. (4) Given the product [C:14]([O:13][C:8]1[CH:7]=[CH:6][C:5]([OH:10])=[C:4]([NH2:1])[CH:9]=1)(=[O:15])[C:16]1[CH:8]=[CH:9][CH:4]=[CH:5][CH:6]=1, predict the reactants needed to synthesize it. The reactants are: [N+:1]([C:4]1[CH:9]=[CH:8][CH:7]=[CH:6][C:5]=1[OH:10])([O-])=O.CC[O:13][C:14]([CH3:16])=[O:15]. (5) Given the product [CH:3]([OH:5])=[O:4].[CH3:14][C:2]([NH:1][CH2:21][C:23]1[S:27][C:26]([C:28]([O:30][C@H:31]([C:42]2[CH:47]=[CH:46][C:45]([O:48][CH3:49])=[C:44]([O:50][CH3:51])[CH:43]=2)[CH2:32][C:33]2[C:38]([Cl:39])=[CH:37][N+:36]([O-:40])=[CH:35][C:34]=2[Cl:41])=[O:29])=[CH:25][CH:24]=1)([C:15]1[CH:16]=[CH:17][CH:18]=[CH:19][CH:20]=1)[C:3](=[O:4])[O:5][C@@H:6]1[CH:11]2[CH2:10][CH2:9][N:8]([CH2:13][CH2:12]2)[CH2:7]1, predict the reactants needed to synthesize it. The reactants are: [NH2:1][C:2]([C:15]1[CH:20]=[CH:19][CH:18]=[CH:17][CH:16]=1)([CH3:14])[C:3]([O:5][C@@H:6]1[CH:11]2[CH2:12][CH2:13][N:8]([CH2:9][CH2:10]2)[CH2:7]1)=[O:4].[CH:21]([C:23]1[S:27][C:26]([C:28]([O:30][C@H:31]([C:42]2[CH:47]=[CH:46][C:45]([O:48][CH3:49])=[C:44]([O:50][CH3:51])[CH:43]=2)[CH2:32][C:33]2[C:38]([Cl:39])=[CH:37][N+:36]([O-:40])=[CH:35][C:34]=2[Cl:41])=[O:29])=[CH:25][CH:24]=1)=O.C(O)(=O)C.[BH-](OC(C)=O)(OC(C)=O)OC(C)=O.[Na+]. (6) Given the product [C:26]1([NH:22][C:18]([C:14]2([C:11]3[CH:10]=[CH:9][C:8]([S:5](/[CH:4]=[CH:3]/[C:1]#[N:2])(=[O:6])=[O:7])=[CH:13][CH:12]=3)[CH2:15][CH2:16][CH2:17]2)=[O:20])[CH:27]=[CH:28][CH:29]=[CH:30][CH:25]=1, predict the reactants needed to synthesize it. The reactants are: [C:1](/[CH:3]=[CH:4]/[S:5]([C:8]1[CH:13]=[CH:12][C:11]([C:14]2([C:18]([OH:20])=O)[CH2:17][CH2:16][CH2:15]2)=[CH:10][CH:9]=1)(=[O:7])=[O:6])#[N:2].O[N:22]1[C:26]2[CH:27]=[CH:28][CH:29]=[CH:30][C:25]=2N=N1.Cl.CN(C)CCCN=C=NCC.NC1C=CC=CC=1. (7) Given the product [CH3:1][O:2][C:3]1[CH:4]=[CH:5][C:6]([C@H:9]2[CH2:11][C@@H:10]2[CH2:12][O:13][C:14]2[C:19]([CH:20]3[CH2:25][CH2:24][CH2:23][C:22](=[O:26])[CH2:21]3)=[CH:18][N:17]=[C:16]([CH3:27])[N:15]=2)=[N:7][CH:8]=1, predict the reactants needed to synthesize it. The reactants are: [CH3:1][O:2][C:3]1[CH:4]=[CH:5][C:6]([C@H:9]2[CH2:11][C@@H:10]2[CH2:12][O:13][C:14]2[C:19]([C:20]3[CH2:25][CH2:24][CH2:23][C:22](=[O:26])[CH:21]=3)=[CH:18][N:17]=[C:16]([CH3:27])[N:15]=2)=[N:7][CH:8]=1.[NH4+].[Cl-].